This data is from Full USPTO retrosynthesis dataset with 1.9M reactions from patents (1976-2016). The task is: Predict the reactants needed to synthesize the given product. (1) Given the product [F:12][C:8]1[CH:9]=[N:10][C:11]2[C:6]([CH:7]=1)=[CH:5][CH:4]=[CH:3][C:2]=2[CH2:20][C:19]([OH:22])=[O:18], predict the reactants needed to synthesize it. The reactants are: Br[C:2]1[CH:3]=[CH:4][CH:5]=[C:6]2[C:11]=1[N:10]=[CH:9][C:8]([F:12])=[CH:7]2.[Cl-].C([O:18][C:19](=[O:22])[CH2:20][Zn+])(C)(C)C.[OH-].[Na+].CO. (2) Given the product [NH2:18][C:19]1[S:20][C:21]([C:27]2[CH:32]=[CH:31][CH:30]=[C:29]([F:33])[CH:28]=2)=[C:22]([C:24]([N:2]2[C@H:3]([CH2:7][NH:8][C:9]([C:11]3[C:12]([CH3:17])=[N:13][O:14][C:15]=3[CH3:16])=[O:10])[CH2:4][C@H:5]3[C@@H:1]2[CH2:6]3)=[O:25])[N:23]=1, predict the reactants needed to synthesize it. The reactants are: [C@H:1]12[CH2:6][C@H:5]1[CH2:4][C@@H:3]([CH2:7][NH:8][C:9]([C:11]1[C:12]([CH3:17])=[N:13][O:14][C:15]=1[CH3:16])=[O:10])[NH:2]2.[NH2:18][C:19]1[S:20][C:21]([C:27]2[CH:32]=[CH:31][CH:30]=[C:29]([F:33])[CH:28]=2)=[C:22]([C:24](O)=[O:25])[N:23]=1. (3) The reactants are: [CH2:1]([O:3][C:4](=[O:19])[C:5]([CH3:18])([O:7][C:8]1[CH:13]=[CH:12][CH:11]=[C:10]([C:14](=[O:17])[NH:15][CH3:16])[CH:9]=1)[CH3:6])[CH3:2].Cl[CH2:21][C:22]1[C:23]([CH2:39][CH2:40][O:41][CH3:42])=[N:24][C:25]([C:29]2[CH:34]=[CH:33][C:32]([C:35]([F:38])([F:37])[F:36])=[CH:31][CH:30]=2)=[N:26][C:27]=1[CH3:28]. Given the product [CH2:1]([O:3][C:4](=[O:19])[C:5]([O:7][C:8]1[CH:13]=[CH:12][CH:11]=[C:10]([C:14](=[O:17])[N:15]([CH2:21][C:22]2[C:23]([CH2:39][CH2:40][O:41][CH3:42])=[N:24][C:25]([C:29]3[CH:30]=[CH:31][C:32]([C:35]([F:38])([F:36])[F:37])=[CH:33][CH:34]=3)=[N:26][C:27]=2[CH3:28])[CH3:16])[CH:9]=1)([CH3:18])[CH3:6])[CH3:2], predict the reactants needed to synthesize it. (4) Given the product [Br:1][C:2]1[CH:3]=[C:4]([C:9]23[CH2:16][CH:15]([OH:17])[CH2:14][CH:13]2[CH2:12][O:11][NH:10]3)[CH:5]=[CH:6][C:7]=1[F:8], predict the reactants needed to synthesize it. The reactants are: [Br:1][C:2]1[CH:3]=[C:4]([C:9]23[CH2:16][CH:15]([OH:17])[CH2:14][CH:13]2[CH2:12][O:11][N:10]3CC2C=CC(OC)=CC=2OC)[CH:5]=[CH:6][C:7]=1[F:8].C([SiH](CC)CC)C. (5) The reactants are: [Cl:1][C:2]1[N:7]=[C:6]([C:8](OC)=[O:9])[CH:5]=[C:4]([C:12]([O:14][CH2:15][CH3:16])=[CH2:13])[N:3]=1.CN(C=O)C.[BH4-].[Na+].C(O)(=O)C. Given the product [Cl:1][C:2]1[N:7]=[C:6]([CH2:8][OH:9])[CH:5]=[C:4]([C:12]([O:14][CH2:15][CH3:16])=[CH2:13])[N:3]=1, predict the reactants needed to synthesize it. (6) The reactants are: [CH2:1]([NH:9][C:10]([C@@H:12]1[CH2:16][CH2:15][CH:14](OC)[N:13]1[CH3:19])=[O:11])[CH2:2][C:3]1[CH:8]=[CH:7][CH:6]=[CH:5][CH:4]=1.[CH2:20]([Si](C)(C)C)[CH:21]=[CH2:22]. Given the product [CH2:1]([NH:9][C:10]([C@@H:12]1[CH2:16][CH2:15][C@H:14]([CH2:22][CH:21]=[CH2:20])[N:13]1[CH3:19])=[O:11])[CH2:2][C:3]1[CH:8]=[CH:7][CH:6]=[CH:5][CH:4]=1, predict the reactants needed to synthesize it. (7) Given the product [Cl:1][C:2]1[N:7]=[C:6]([NH:15][C:14]2[NH:10][N:11]=[CH:12][CH:13]=2)[CH:5]=[C:4]([CH3:9])[N:3]=1, predict the reactants needed to synthesize it. The reactants are: [Cl:1][C:2]1[N:7]=[C:6](Cl)[CH:5]=[C:4]([CH3:9])[N:3]=1.[NH:10]1[C:14]([NH2:15])=[CH:13][CH:12]=[N:11]1.[Na+].[I-].CCN(C(C)C)C(C)C.